From a dataset of Forward reaction prediction with 1.9M reactions from USPTO patents (1976-2016). Predict the product of the given reaction. (1) Given the reactants Br[C:2]1[CH:3]=[C:4]2[C:9](=[CH:10][CH:11]=1)[N:8]([C@@H:12]([CH:22]([CH3:24])[CH3:23])[CH2:13][O:14][Si:15]([C:18]([CH3:21])([CH3:20])[CH3:19])([CH3:17])[CH3:16])[CH:7]=[C:6]([C:25]([O:27][CH2:28][CH3:29])=[O:26])[C:5]2=[O:30].[F:31][C:32]1[CH:37]=[CH:36][C:35]([CH2:38][NH2:39])=[CH:34][CH:33]=1.C1C=CC(P(C2C(C3C(P(C4C=CC=CC=4)C4C=CC=CC=4)=CC=C4C=3C=CC=C4)=C3C(C=CC=C3)=CC=2)C2C=CC=CC=2)=CC=1.C([O-])([O-])=O.[Cs+].[Cs+], predict the reaction product. The product is: [Si:15]([O:14][CH2:13][C@@H:12]([N:8]1[C:9]2[C:4](=[CH:3][C:2]([NH:39][CH2:38][C:35]3[CH:36]=[CH:37][C:32]([F:31])=[CH:33][CH:34]=3)=[CH:11][CH:10]=2)[C:5](=[O:30])[C:6]([C:25]([O:27][CH2:28][CH3:29])=[O:26])=[CH:7]1)[CH:22]([CH3:23])[CH3:24])([C:18]([CH3:19])([CH3:20])[CH3:21])([CH3:17])[CH3:16]. (2) Given the reactants [Br:1][C:2]1[C:7]([CH3:8])=[CH:6][C:5]([O:9][CH:10]2[CH2:15][CH2:14][CH2:13][CH2:12][O:11]2)=[CH:4][C:3]=1[CH2:16][OH:17].[O:18]1[CH:23]=[CH:22][CH2:21][CH2:20][CH2:19]1, predict the reaction product. The product is: [Br:1][C:2]1[C:3]([CH2:16][O:17][CH:19]2[CH2:20][CH2:21][CH2:22][CH2:23][O:18]2)=[CH:4][C:5]([O:9][CH:10]2[CH2:15][CH2:14][CH2:13][CH2:12][O:11]2)=[CH:6][C:7]=1[CH3:8].